This data is from Reaction yield outcomes from USPTO patents with 853,638 reactions. The task is: Predict the reaction yield, written as a fraction of the theoretical maximum amount of product (1.0 means a 100% yield; for example, 0.34 means a 34% yield). The reactants are [Cl:1][C:2]1[C:3]([CH2:8][NH2:9])=[N:4][CH:5]=[CH:6][N:7]=1.Cl.[N:11]1([C:19]([O:21][CH2:22][C:23]2[CH:28]=[CH:27][CH:26]=[CH:25][CH:24]=2)=[O:20])[CH2:18][CH2:17][CH2:16][C@H:12]1[C:13](O)=[O:14].C(N(CC)CC)C.CN(C(ON1N=NC2C=CC=NC1=2)=[N+](C)C)C.F[P-](F)(F)(F)(F)F. The catalyst is ClCCl. The product is [Cl:1][C:2]1[C:3]([CH2:8][NH:9][C:13]([C@@H:12]2[CH2:16][CH2:17][CH2:18][N:11]2[C:19]([O:21][CH2:22][C:23]2[CH:28]=[CH:27][CH:26]=[CH:25][CH:24]=2)=[O:20])=[O:14])=[N:4][CH:5]=[CH:6][N:7]=1. The yield is 0.627.